Dataset: Catalyst prediction with 721,799 reactions and 888 catalyst types from USPTO. Task: Predict which catalyst facilitates the given reaction. The catalyst class is: 21. Product: [I:1][C:2]1[CH:3]=[C:4]2[C:9](=[CH:10][CH:11]=1)[N:8]=[CH:7][N:6]=[C:5]2[Cl:15]. Reactant: [I:1][C:2]1[CH:3]=[C:4]2[C:9](=[CH:10][CH:11]=1)[N:8]=[CH:7][NH:6][C:5]2=O.P(Cl)(Cl)([Cl:15])=O.C1(C)C=CC=CC=1.C(N(CC)CC)C.